From a dataset of Reaction yield outcomes from USPTO patents with 853,638 reactions. Predict the reaction yield, written as a fraction of the theoretical maximum amount of product (1.0 means a 100% yield; for example, 0.34 means a 34% yield). (1) The reactants are [CH3:1][Si](C=[N+]=[N-])(C)C.CCOCC.[Cl:13][C:14]1[CH:22]=[C:21]([F:23])[C:20]([N+:24]([O-:26])=[O:25])=[CH:19][C:15]=1[C:16]([OH:18])=[O:17].C(O)(=O)C. The catalyst is C1(C)C=CC=CC=1.CO. The product is [Cl:13][C:14]1[CH:22]=[C:21]([F:23])[C:20]([N+:24]([O-:26])=[O:25])=[CH:19][C:15]=1[C:16]([O:18][CH3:1])=[O:17]. The yield is 1.00. (2) The reactants are [Br:1][C:2]1[C:7]2[CH:8]=[C:9]([C:11]([O:13][CH2:14][CH3:15])=[O:12])[O:10][C:6]=2[CH:5]=[C:4]([Br:16])[C:3]=1[O:17][C:18]1[CH:23]=[CH:22][C:21]([O:24]C)=[C:20]([C:26](=[O:34])[C:27]2[CH:32]=[CH:31][C:30]([F:33])=[CH:29][CH:28]=2)[CH:19]=1.[Al+3].[Cl-].[Cl-].[Cl-].C(S)C. The catalyst is CCOCC. The product is [Br:1][C:2]1[C:7]2[CH:8]=[C:9]([C:11]([O:13][CH2:14][CH3:15])=[O:12])[O:10][C:6]=2[CH:5]=[C:4]([Br:16])[C:3]=1[O:17][C:18]1[CH:23]=[CH:22][C:21]([OH:24])=[C:20]([C:26](=[O:34])[C:27]2[CH:32]=[CH:31][C:30]([F:33])=[CH:29][CH:28]=2)[CH:19]=1. The yield is 0.470.